Dataset: Catalyst prediction with 721,799 reactions and 888 catalyst types from USPTO. Task: Predict which catalyst facilitates the given reaction. Reactant: [Br:1][C:2]1[CH:8]=[CH:7][C:6]([F:9])=[CH:5][C:3]=1[NH2:4].[CH3:10][C:11](=O)[CH3:12].C(O[BH-](OC(=O)C)OC(=O)C)(=O)C.[Na+].O. Product: [Br:1][C:2]1[CH:8]=[CH:7][C:6]([F:9])=[CH:5][C:3]=1[NH:4][CH:11]([CH3:12])[CH3:10]. The catalyst class is: 2.